Dataset: Full USPTO retrosynthesis dataset with 1.9M reactions from patents (1976-2016). Task: Predict the reactants needed to synthesize the given product. (1) Given the product [OH:2][C:3]1[CH:4]=[C:5]2[C:9](=[CH:10][CH:11]=1)[CH:8]([CH2:12][C:13]([O:15][CH2:16][CH3:17])=[O:14])[CH2:7][CH2:6]2, predict the reactants needed to synthesize it. The reactants are: C[O:2][C:3]1[CH:4]=[C:5]2[C:9](=[CH:10][CH:11]=1)[CH:8]([CH2:12][C:13]([O:15][CH2:16][CH3:17])=[O:14])[CH2:7][CH2:6]2.B(Br)(Br)Br. (2) Given the product [I-:25].[F:1][C:2]1[CH:3]=[C:4]([C:8]([CH:20]2[CH2:21][CH2:22][CH2:23][CH2:24]2)([CH3:19])[C:9]([O:11][CH:12]2[CH2:17][CH2:16][N+:15]([CH3:26])([CH3:18])[CH2:14][CH2:13]2)=[O:10])[CH:5]=[CH:6][CH:7]=1, predict the reactants needed to synthesize it. The reactants are: [F:1][C:2]1[CH:3]=[C:4]([C:8]([CH:20]2[CH2:24][CH2:23][CH2:22][CH2:21]2)([CH3:19])[C:9]([O:11][CH:12]2[CH2:17][CH2:16][N:15]([CH3:18])[CH2:14][CH2:13]2)=[O:10])[CH:5]=[CH:6][CH:7]=1.[I:25][CH3:26]. (3) Given the product [CH:15]1([CH:8]([S:5]([CH2:4][CH2:3][C:2]([F:1])([F:11])[F:12])(=[O:6])=[O:7])[C:9]#[N:10])[CH2:20][CH2:19][CH2:18][CH2:14]1, predict the reactants needed to synthesize it. The reactants are: [F:1][C:2]([F:12])([F:11])[CH2:3][CH2:4][S:5]([CH2:8][C:9]#[N:10])(=[O:7])=[O:6].N1[CH2:20][CH2:19][CH2:18][CH:14]1[C:15](O)=O.C1(=O)CCCC1.[BH4-].[Na+].Cl. (4) Given the product [CH3:1][O:2][CH2:3][CH2:4][CH2:5][O:6][C:7]1[CH:8]=[C:9]([NH:10][C:19]([NH2:20])=[O:18])[CH:11]=[CH:12][CH:13]=1, predict the reactants needed to synthesize it. The reactants are: [CH3:1][O:2][CH2:3][CH2:4][CH2:5][O:6][C:7]1[CH:8]=[C:9]([CH:11]=[CH:12][CH:13]=1)[NH2:10].C(O)(=O)C.[O-:18][C:19]#[N:20].[K+]. (5) Given the product [NH2:1][CH2:4][CH2:5][O:6][CH2:7][CH2:8][O:9][CH2:10][CH2:11][O:12][CH2:13][CH2:14][O:15][CH2:16][C:17]#[C:18][C:19]1[CH:20]=[C:21]([CH:32]=[CH:33][CH:34]=1)[C:22]([O:24][CH2:25][C:26]1[CH:27]=[CH:28][CH:29]=[CH:30][CH:31]=1)=[O:23], predict the reactants needed to synthesize it. The reactants are: [N:1]([CH2:4][CH2:5][O:6][CH2:7][CH2:8][O:9][CH2:10][CH2:11][O:12][CH2:13][CH2:14][O:15][CH2:16][C:17]#[C:18][C:19]1[CH:20]=[C:21]([CH:32]=[CH:33][CH:34]=1)[C:22]([O:24][CH2:25][C:26]1[CH:31]=[CH:30][CH:29]=[CH:28][CH:27]=1)=[O:23])=[N+]=[N-].C1(P(C2C=CC=CC=2)C2C=CC=CC=2)C=CC=CC=1.